Dataset: Peptide-MHC class II binding affinity with 134,281 pairs from IEDB. Task: Regression. Given a peptide amino acid sequence and an MHC pseudo amino acid sequence, predict their binding affinity value. This is MHC class II binding data. (1) The peptide sequence is AGDLGRDELMELASD. The MHC is DRB1_0101 with pseudo-sequence DRB1_0101. The binding affinity (normalized) is 0.0608. (2) The peptide sequence is KSMKVTVAFNQFGPN. The MHC is DRB5_0101 with pseudo-sequence DRB5_0101. The binding affinity (normalized) is 0.144.